The task is: Predict the reactants needed to synthesize the given product.. This data is from Full USPTO retrosynthesis dataset with 1.9M reactions from patents (1976-2016). (1) The reactants are: C([S:4][C@@H:5]1[CH2:9][CH2:8][N:7]([C:10]2[S:11][CH:12]=[C:13]([C:15](=[O:17])[NH2:16])[N:14]=2)[CH2:6]1)(=O)C.C(O)(=O)C.NN.C1(P(O[C:39]2[C@H:40]([CH3:63])[C@H:41]3[C@@H:58]([C@H:59]([OH:61])[CH3:60])[C:57](=[O:62])[N:42]3[C:43]=2[C:44]([O:46][CH2:47][C:48]2[CH:53]=[CH:52][C:51]([N+:54]([O-:56])=[O:55])=[CH:50][CH:49]=2)=[O:45])(C2C=CC=CC=2)=O)C=CC=CC=1.C(N(C(C)C)CC)(C)C.C(=O)([O-])O.[Na+]. Given the product [C:15]([C:13]1[N:14]=[C:10]([N:7]2[CH2:8][CH2:9][C@@H:5]([S:4][C:39]3[C@H:40]([CH3:63])[C@@H:41]4[C@@H:58]([C@H:59]([OH:61])[CH3:60])[C:57](=[O:62])[N:42]4[C:43]=3[C:44]([O:46][CH2:47][C:48]3[CH:49]=[CH:50][C:51]([N+:54]([O-:56])=[O:55])=[CH:52][CH:53]=3)=[O:45])[CH2:6]2)[S:11][CH:12]=1)(=[O:17])[NH2:16], predict the reactants needed to synthesize it. (2) Given the product [Cl:13][C:14]1[N:19]([CH:9]([CH3:10])[CH3:8])[CH:18]([NH:1][C:2]2[CH:7]=[CH:6][CH:5]=[CH:4][CH:3]=2)[N:17]=[C:16]([NH2:24])[C:15]=1[C:28]1[C:33]([F:34])=[CH:32][CH:31]=[CH:30][C:29]=1[Cl:35], predict the reactants needed to synthesize it. The reactants are: [NH2:1][C:2]1[CH:7]=[CH:6][CH:5]=[CH:4][CH:3]=1.[CH2:8]([Li])[CH2:9][CH2:10]C.[Cl:13][C:14]1[N:19]=[C:18](S(C)(=O)=O)[N:17]=[C:16]([NH:24]C(C)C)[C:15]=1[C:28]1[C:33]([F:34])=[CH:32][CH:31]=[CH:30][C:29]=1[Cl:35].Cl.